From a dataset of Full USPTO retrosynthesis dataset with 1.9M reactions from patents (1976-2016). Predict the reactants needed to synthesize the given product. (1) Given the product [O:25]=[C:20]([NH:6][C:5]1[CH:7]=[CH:8][CH:9]=[C:3]([C:2]([F:10])([F:11])[F:1])[CH:4]=1)[C:19]([O:22][CH2:23][CH3:24])=[O:21], predict the reactants needed to synthesize it. The reactants are: [F:1][C:2]([F:11])([F:10])[C:3]1[CH:4]=[C:5]([CH:7]=[CH:8][CH:9]=1)[NH2:6].C(N(CC)CC)C.[C:19]([O:22][CH2:23][CH3:24])(=[O:21])[CH3:20].[OH2:25]. (2) Given the product [F:1][C:2]1[CH:3]=[C:4]([NH:5][C:34](=[O:36])[CH3:35])[CH:6]=[CH:7][C:8]=1[N:9]1[CH2:10][CH2:11][N:12]([C:15]([C:17]2[CH:22]=[C:21]([S:23]([CH3:26])(=[O:24])=[O:25])[CH:20]=[CH:19][C:18]=2[C:27]2[CH:28]=[CH:29][C:30]([F:33])=[CH:31][CH:32]=2)=[O:16])[CH2:13][CH2:14]1, predict the reactants needed to synthesize it. The reactants are: [F:1][C:2]1[CH:3]=[C:4]([CH:6]=[CH:7][C:8]=1[N:9]1[CH2:14][CH2:13][N:12]([C:15]([C:17]2[CH:22]=[C:21]([S:23]([CH3:26])(=[O:25])=[O:24])[CH:20]=[CH:19][C:18]=2[C:27]2[CH:32]=[CH:31][C:30]([F:33])=[CH:29][CH:28]=2)=[O:16])[CH2:11][CH2:10]1)[NH2:5].[C:34](OC(=O)C)(=[O:36])[CH3:35]. (3) Given the product [C:10]([C:8]1[S:9][C:5]2[CH:4]=[C:3]([O:2][C:1]([O:14][CH2:15][CH2:16][CH2:17][S:18][S:19][CH2:20][CH2:25][CH2:24][CH2:23][CH2:22][CH2:39][CH2:38][CH2:37][CH2:36][CH2:35][CH2:34][CH2:33][CH2:32][CH2:31][CH2:30][C:29]([O:28][CH3:27])=[O:46])=[O:26])[CH:13]=[CH:12][C:6]=2[N:7]=1)#[N:11], predict the reactants needed to synthesize it. The reactants are: [C:1](=[O:26])([O:14][CH2:15][CH2:16][CH2:17][S:18][S:19][C:20]1[CH:25]=[CH:24][CH:23]=[CH:22]N=1)[O:2][C:3]1[CH:13]=[CH:12][C:6]2[N:7]=[C:8]([C:10]#[N:11])[S:9][C:5]=2[CH:4]=1.[CH3:27][O:28][C:29](=[O:46])[CH2:30][CH2:31][CH2:32][CH2:33][CH2:34][CH2:35][CH2:36][CH2:37][CH2:38][CH2:39]CCCCCS.C(N(CC)CC)C. (4) Given the product [CH3:1][O:2][C:3]1[CH:4]=[CH:5][C:6]([CH2:9][C:10]([NH:13][C:14]2[S:15][CH:16]=[C:17]([CH3:22])[C:18]=2[C:19]([NH2:21])=[O:20])=[O:12])=[CH:7][CH:8]=1, predict the reactants needed to synthesize it. The reactants are: [CH3:1][O:2][C:3]1[CH:8]=[CH:7][C:6]([CH2:9][C:10]([OH:12])=O)=[CH:5][CH:4]=1.[NH2:13][C:14]1[S:15][CH:16]=[C:17]([CH3:22])[C:18]=1[C:19]([NH2:21])=[O:20].